This data is from NCI-60 drug combinations with 297,098 pairs across 59 cell lines. The task is: Regression. Given two drug SMILES strings and cell line genomic features, predict the synergy score measuring deviation from expected non-interaction effect. (1) Drug 1: CN(CCCl)CCCl.Cl. Drug 2: C1=NNC2=C1C(=O)NC=N2. Cell line: HT29. Synergy scores: CSS=23.6, Synergy_ZIP=-7.23, Synergy_Bliss=-1.10, Synergy_Loewe=-10.8, Synergy_HSA=-2.29. (2) Drug 1: CCCS(=O)(=O)NC1=C(C(=C(C=C1)F)C(=O)C2=CNC3=C2C=C(C=N3)C4=CC=C(C=C4)Cl)F. Drug 2: CCCCC(=O)OCC(=O)C1(CC(C2=C(C1)C(=C3C(=C2O)C(=O)C4=C(C3=O)C=CC=C4OC)O)OC5CC(C(C(O5)C)O)NC(=O)C(F)(F)F)O. Cell line: SK-OV-3. Synergy scores: CSS=3.38, Synergy_ZIP=-0.556, Synergy_Bliss=1.34, Synergy_Loewe=0.681, Synergy_HSA=0.721.